From a dataset of Full USPTO retrosynthesis dataset with 1.9M reactions from patents (1976-2016). Predict the reactants needed to synthesize the given product. (1) Given the product [F:19][C:16]1[CH:17]=[C:18]2[C:13]([C:12]([C:20]3[CH:21]=[CH:22][C:23]4[N:27]=[C:26]([CH2:28][N:31]5[CH2:36][CH2:35][NH:34][CH2:33][CH2:32]5)[NH:25][C:24]=4[CH:30]=3)=[CH:11][N:10]2[S:7]([C:1]2[CH:6]=[CH:5][CH:4]=[CH:3][CH:2]=2)(=[O:9])=[O:8])=[CH:14][CH:15]=1, predict the reactants needed to synthesize it. The reactants are: [C:1]1([S:7]([N:10]2[C:18]3[C:13](=[CH:14][CH:15]=[C:16]([F:19])[CH:17]=3)[C:12]([C:20]3[CH:21]=[CH:22][C:23]4[N:27]=[C:26]([CH2:28]Cl)[NH:25][C:24]=4[CH:30]=3)=[CH:11]2)(=[O:9])=[O:8])[CH:6]=[CH:5][CH:4]=[CH:3][CH:2]=1.[NH:31]1[CH2:36][CH2:35][NH:34][CH2:33][CH2:32]1. (2) Given the product [CH3:52][O:51][C:49](=[O:50])[NH:48][CH:44]([C:95]([N:91]1[CH2:92][CH2:93][CH2:94][CH:90]1[C:87]1[NH:86][C:85]([C:78]2[CH:77]=[CH:76][C:75]3[C:74]4[C:82](=[CH:83][C:84]([C:33]5[NH:34][C:35]([CH:38]6[CH2:42][CH2:41][CH2:40][N:39]6[C:43](=[O:53])[CH:44]([NH:48][C:49]([O:51][CH3:52])=[O:50])[CH:45]([CH3:47])[CH3:46])=[N:36][CH:37]=5)=[CH:72][CH:73]=4)[CH2:81][C:80]=3[CH:79]=2)=[CH:89][N:88]=1)=[O:96])[CH:45]([CH3:47])[CH3:46], predict the reactants needed to synthesize it. The reactants are: COC(=O)NC(C(N1CCC(C2NC(C3C=CC(C4C=CC([C:33]5[NH:34][C:35]([CH:38]6[CH2:42][CH2:41][CH2:40][N:39]6[C:43](=[O:53])[CH:44]([NH:48][C:49]([O:51][CH3:52])=[O:50])[CH:45]([CH3:47])[CH3:46])=[N:36][CH:37]=5)=CC=4)=CC=3)=CN=2)C1)=O)C(C)C.C(OC(N1CCCC1C1NC([C:72]2[CH:84]=[CH:83][C:82]3[C:81]4[C:76](=[CH:77][C:78]([C:85]5[NH:86][C:87]([CH:90]6[CH2:94][CH2:93][CH2:92][N:91]6[C:95](OC(C)(C)C)=[O:96])=[N:88][CH:89]=5)=[CH:79][CH:80]=4)[CH2:75][C:74]=3[CH:73]=2)=CN=1)=O)(C)(C)C. (3) The reactants are: [CH3:1][C:2]1([CH3:22])[C:10]2[N:9]=[C:8]([C:11]3[C:12]([CH3:21])=[CH:13][C:14]([CH3:20])=[C:15]([CH:19]=3)[C:16](O)=[O:17])[NH:7][C:6]=2[CH2:5][O:4][CH2:3]1.Cl.[NH:24]1[CH2:29][CH2:28][CH:27]([C:30]2[CH:37]=[CH:36][C:33]([C:34]#[N:35])=[CH:32][CH:31]=2)[CH2:26][CH2:25]1.CCN(C(C)C)C(C)C. Given the product [CH3:1][C:2]1([CH3:22])[C:10]2[N:9]=[C:8]([C:11]3[C:12]([CH3:21])=[CH:13][C:14]([CH3:20])=[C:15]([CH:19]=3)[C:16]([N:24]3[CH2:29][CH2:28][CH:27]([C:30]4[CH:37]=[CH:36][C:33]([C:34]#[N:35])=[CH:32][CH:31]=4)[CH2:26][CH2:25]3)=[O:17])[NH:7][C:6]=2[CH2:5][O:4][CH2:3]1, predict the reactants needed to synthesize it. (4) Given the product [CH3:23][O:5][C:3]([C:2]1[S:6][C:13]2=[CH:14][N:15]=[CH:16][C:17]([Cl:18])=[C:12]2[C:11]=1[OH:20])=[O:4], predict the reactants needed to synthesize it. The reactants are: C[CH:2]([SH:6])[C:3]([O-:5])=[O:4].[H-].[Na+].CO[C:11](=[O:20])[C:12]1[C:17]([Cl:18])=[CH:16][N:15]=[CH:14][C:13]=1Cl.[Cl-].[NH4+].[CH3:23]N(C)C=O. (5) Given the product [O:13]1[CH2:14][CH2:15][C@H:11]([C:9]([OH:10])=[O:8])[CH2:12]1.[O:13]1[CH2:14][CH2:15][C@@H:11]([C:9]([OH:10])=[O:8])[CH2:12]1, predict the reactants needed to synthesize it. The reactants are: C([O:8][C:9]([CH:11]1[CH2:15][CH2:14][O:13][CH2:12]1)=[O:10])C1C=CC=CC=1. (6) Given the product [CH3:22][C:23]1([CH3:29])[NH:24][CH2:25][CH2:26][N:27]([C:2]2[CH:3]=[N:4][C:5]3[C:10]([N:11]=2)=[C:9]([C:12]2[NH:20][C:19]4[CH2:18][CH2:17][NH:16][C:15](=[O:21])[C:14]=4[CH:13]=2)[CH:8]=[CH:7][CH:6]=3)[CH2:28]1, predict the reactants needed to synthesize it. The reactants are: F[C:2]1[CH:3]=[N:4][C:5]2[C:10]([N:11]=1)=[C:9]([C:12]1[NH:20][C:19]3[CH2:18][CH2:17][NH:16][C:15](=[O:21])[C:14]=3[CH:13]=1)[CH:8]=[CH:7][CH:6]=2.[CH3:22][C:23]1([CH3:29])[CH2:28][NH:27][CH2:26][CH2:25][NH:24]1. (7) Given the product [OH:20][C:16]([CH:17]([CH3:19])[CH3:18])([CH:14]([CH3:15])[CH3:13])[CH2:10][C:9]([OH:12])=[O:11], predict the reactants needed to synthesize it. The reactants are: C([N-]C(C)C)(C)C.[Li+].[C:9]([OH:12])(=[O:11])[CH3:10].[CH3:13][CH:14]([C:16](=[O:20])[CH:17]([CH3:19])[CH3:18])[CH3:15].